From a dataset of Reaction yield outcomes from USPTO patents with 853,638 reactions. Predict the reaction yield, written as a fraction of the theoretical maximum amount of product (1.0 means a 100% yield; for example, 0.34 means a 34% yield). (1) The reactants are [NH2:1][C:2]1[N:10]=[C:9]2[C:5]([NH:6][CH:7]=[N:8]2)=[C:4]([I:11])[N:3]=1.Br[CH2:13][C:14]([O:16][CH2:17][CH3:18])=[O:15].C(=O)([O-])[O-].[K+].[K+]. The catalyst is CN(C=O)C. The product is [CH2:17]([O:16][C:14](=[O:15])[CH2:13][N:8]1[CH:7]=[N:6][C:5]2[C:9]1=[N:10][C:2]([NH2:1])=[N:3][C:4]=2[I:11])[CH3:18]. The yield is 0.950. (2) The reactants are [C:1]1([N:7]2[C:12](=O)C3SC=C(C4C=CC=CC=4)C=3N=C2)[CH:6]=[CH:5][CH:4]=[CH:3][CH:2]=1.[NH2:23][C:24]1[C:28]([C:29]2[CH:34]=[CH:33][C:32]([Cl:35])=[CH:31][CH:30]=2)=[CH:27][S:26][C:25]=1[C:36]([O:38]C)=O.C(OCC)(OCC)OCC.[Cl:50]C1C=CC(N)=CC=1. The catalyst is C(O)(=O)C. The product is [Cl:50][C:4]1[CH:5]=[CH:6][C:1]([N:7]2[C:36](=[O:38])[C:25]3[S:26][CH:27]=[C:28]([C:29]4[CH:30]=[CH:31][C:32]([Cl:35])=[CH:33][CH:34]=4)[C:24]=3[N:23]=[CH:12]2)=[CH:2][CH:3]=1. The yield is 0.110. (3) The reactants are Cl[C:2]1[C:3](=[O:18])[N:4]([CH:15]([CH3:17])[CH3:16])[S:5](=[O:14])(=[O:13])[C:6]=1[C:7]1[CH:12]=[CH:11][CH:10]=[CH:9][CH:8]=1.[F:19][C:20]([F:35])([F:34])[C:21]1[CH:26]=[CH:25][N:24]=[C:23]([N:27]2[CH2:32][CH2:31][CH:30]([NH2:33])[CH2:29][CH2:28]2)[N:22]=1. The catalyst is CC#N. The product is [CH:15]([N:4]1[C:3](=[O:18])[C:2]([NH:33][CH:30]2[CH2:29][CH2:28][N:27]([C:23]3[N:22]=[C:21]([C:20]([F:35])([F:34])[F:19])[CH:26]=[CH:25][N:24]=3)[CH2:32][CH2:31]2)=[C:6]([C:7]2[CH:12]=[CH:11][CH:10]=[CH:9][CH:8]=2)[S:5]1(=[O:14])=[O:13])([CH3:17])[CH3:16]. The yield is 0.810. (4) The reactants are C([O:3][C:4]([C:6]1[C:7]([C:12]2[CH:17]=[CH:16][C:15]([CH3:18])=[CH:14][CH:13]=2)=[N:8][O:9][C:10]=1[CH3:11])=O)C.C(OC(C1C(C2C=C(C)C=CC=2)=NOC=1C)=O)C. No catalyst specified. The product is [CH3:11][C:10]1[O:9][N:8]=[C:7]([C:12]2[CH:17]=[CH:16][C:15]([CH3:18])=[CH:14][CH:13]=2)[C:6]=1[CH2:4][OH:3]. The yield is 0.380. (5) The reactants are [Br-].[C:2]1(C([PH3+])(C2C=CC=CC=2)C2C=CC=CC=2)C=CC=CC=1.C([Li])CCC.[F:27][C:28]([F:42])([F:41])[C:29]1[CH:40]=[CH:39][C:32]2[CH:33](O)[O:34][CH:35]([CH:36]=[CH2:37])[C:31]=2[CH:30]=1. The catalyst is CCOCC.CCCCCC. The product is [F:27][C:28]([F:42])([F:41])[C:29]1[CH:40]=[CH:39][C:32]([CH:33]=[CH2:2])=[C:31]([CH:35]([OH:34])[CH:36]=[CH2:37])[CH:30]=1. The yield is 0.820. (6) The reactants are [CH3:1][Mg]Br.[Cl:4][C:5]1[N:10]=[CH:9][C:8]([NH:11][C:12](=[O:30])[C:13]2[CH:18]=[CH:17][N:16]=[C:15]([NH:19][C:20]3[CH:25]=[CH:24][C:23]([C:26]([F:29])([F:28])[F:27])=[CH:22][N:21]=3)[CH:14]=2)=[C:7]([C:31]([CH:33]2[CH2:35][CH2:34]2)=[O:32])[CH:6]=1. The catalyst is C1COCC1. The product is [Cl:4][C:5]1[N:10]=[CH:9][C:8]([NH:11][C:12](=[O:30])[C:13]2[CH:18]=[CH:17][N:16]=[C:15]([NH:19][C:20]3[CH:25]=[CH:24][C:23]([C:26]([F:28])([F:27])[F:29])=[CH:22][N:21]=3)[CH:14]=2)=[C:7]([C:31]([CH:33]2[CH2:35][CH2:34]2)([OH:32])[CH3:1])[CH:6]=1. The yield is 0.700. (7) The yield is 0.660. No catalyst specified. The product is [NH2:16][C:4]1[N:3]=[C:2]([NH:17][C:18]2[CH:23]=[CH:22][C:21]([C:24](=[O:26])[CH3:25])=[CH:20][CH:19]=2)[CH:7]=[C:6]([C:8]2[CH:13]=[C:12]([Cl:14])[CH:11]=[CH:10][C:9]=2[CH3:15])[N:5]=1. The reactants are Cl[C:2]1[CH:7]=[C:6]([C:8]2[CH:13]=[C:12]([Cl:14])[CH:11]=[CH:10][C:9]=2[CH3:15])[N:5]=[C:4]([NH2:16])[N:3]=1.[NH2:17][C:18]1[CH:23]=[CH:22][C:21]([C:24](=[O:26])[CH3:25])=[CH:20][CH:19]=1.